From a dataset of Forward reaction prediction with 1.9M reactions from USPTO patents (1976-2016). Predict the product of the given reaction. (1) Given the reactants Cl.[C:2]([C:6]1[CH:43]=[CH:42][C:9]2[NH:10][C:11]([CH2:13][CH2:14][CH2:15][CH2:16][N:17]([CH2:21][C@@H:22]3[C@H:26]4[O:27]C(C)(C)[O:29][C@H:25]4[C@H:24]([N:32]4[CH:40]=[N:39][C:38]5[C:33]4=[N:34][CH:35]=[N:36][C:37]=5[NH2:41])[O:23]3)[CH:18]([CH3:20])[CH3:19])=[N:12][C:8]=2[CH:7]=1)([CH3:5])([CH3:4])[CH3:3], predict the reaction product. The product is: [NH2:41][C:37]1[N:36]=[CH:35][N:34]=[C:33]2[C:38]=1[N:39]=[CH:40][N:32]2[C@H:24]1[C@H:25]([OH:29])[C@H:26]([OH:27])[C@@H:22]([CH2:21][N:17]([CH2:16][CH2:15][CH2:14][CH2:13][C:11]2[NH:10][C:9]3[CH:42]=[CH:43][C:6]([C:2]([CH3:4])([CH3:3])[CH3:5])=[CH:7][C:8]=3[N:12]=2)[CH:18]([CH3:20])[CH3:19])[O:23]1. (2) Given the reactants [CH3:1][C:2]1[C:6]([CH2:7][N:8]2[CH:12]=[C:11]([NH2:13])[CH:10]=[N:9]2)=[C:5]([CH3:14])[O:4][N:3]=1.[CH2:15]([N:22]=[C:23]=[O:24])[C:16]1[CH:21]=[CH:20][CH:19]=[CH:18][CH:17]=1, predict the reaction product. The product is: [CH2:15]([NH:22][C:23]([NH:13][C:11]1[CH:10]=[N:9][N:8]([CH2:7][C:6]2[C:2]([CH3:1])=[N:3][O:4][C:5]=2[CH3:14])[CH:12]=1)=[O:24])[C:16]1[CH:21]=[CH:20][CH:19]=[CH:18][CH:17]=1. (3) Given the reactants [NH2:1][CH2:2][C@H:3]([NH:8][C:9]([O:11][C:12]([CH3:15])([CH3:14])[CH3:13])=[O:10])[C:4]([O:6][CH3:7])=[O:5].[C:16]([N:24]=[C:25]=[S:26])(=[O:23])[C:17]1[CH:22]=[CH:21][CH:20]=[CH:19][CH:18]=1, predict the reaction product. The product is: [C:16]([NH:24][C:25](=[S:26])[NH:1][CH2:2][C@H:3]([NH:8][C:9]([O:11][C:12]([CH3:15])([CH3:14])[CH3:13])=[O:10])[C:4]([O:6][CH3:7])=[O:5])(=[O:23])[C:17]1[CH:22]=[CH:21][CH:20]=[CH:19][CH:18]=1.